This data is from Reaction yield outcomes from USPTO patents with 853,638 reactions. The task is: Predict the reaction yield, written as a fraction of the theoretical maximum amount of product (1.0 means a 100% yield; for example, 0.34 means a 34% yield). (1) The reactants are Br[C:2]1[C:3]2[O:12][C:11]([CH2:13][N:14]3[CH2:19][CH2:18][O:17][CH2:16][CH:15]3[CH3:20])=[CH:10][C:4]=2[C:5](=[O:9])[N:6]([CH3:8])[CH:7]=1.[CH3:21][O:22][C:23]1[CH:24]=[C:25](B(O)O)[CH:26]=[CH:27][C:28]=1[O:29][CH3:30].C(=O)([O-])[O-].[K+].[K+]. The catalyst is C1(C)C=CC=CC=1.CCO.C(OCC)(=O)C.Cl[Pd](Cl)([P](C1C=CC=CC=1)(C1C=CC=CC=1)C1C=CC=CC=1)[P](C1C=CC=CC=1)(C1C=CC=CC=1)C1C=CC=CC=1. The product is [CH3:21][O:22][C:23]1[CH:24]=[C:25]([C:2]2[C:3]3[O:12][C:11]([CH2:13][N:14]4[CH2:19][CH2:18][O:17][CH2:16][CH:15]4[CH3:20])=[CH:10][C:4]=3[C:5](=[O:9])[N:6]([CH3:8])[CH:7]=2)[CH:26]=[CH:27][C:28]=1[O:29][CH3:30]. The yield is 0.260. (2) The reactants are [N:1]1[CH:6]=[CH:5][CH:4]=[CH:3][C:2]=1[C:7]([C:10]1[CH:15]=[CH:14][CH:13]=[CH:12][N:11]=1)=[N:8]O.C([O-])(=O)C.[NH4+].[OH-].[Na+]. The catalyst is C(O)C.[Zn]. The product is [N:1]1[CH:6]=[CH:5][CH:4]=[CH:3][C:2]=1[CH:7]([C:10]1[CH:15]=[CH:14][CH:13]=[CH:12][N:11]=1)[NH2:8]. The yield is 0.610. (3) The reactants are [Cl:1][CH2:2][CH2:3][CH2:4][O:5][C:6]1[CH:11]=[CH:10][C:9]([C:12](=[S:14])[NH2:13])=[CH:8][CH:7]=1.Cl[CH:16](OCC)[CH2:17]CCl.ClCCl. The product is [Cl:1][CH2:2][CH2:3][CH2:4][O:5][C:6]1[CH:11]=[CH:10][C:9]([C:12]2[S:14][CH:16]=[CH:17][N:13]=2)=[CH:8][CH:7]=1. The catalyst is C(O)C. The yield is 0.360. (4) The yield is 0.450. The catalyst is [Pd].C1(P(C2C=CC=CC=2)C2C=CC=CC=2)C=CC=CC=1.C1(P(C2C=CC=CC=2)C2C=CC=CC=2)C=CC=CC=1.C1(P(C2C=CC=CC=2)C2C=CC=CC=2)C=CC=CC=1.C1(P(C2C=CC=CC=2)C2C=CC=CC=2)C=CC=CC=1.O. The reactants are Br[C:2]1[S:6][C:5]([CH2:7][N:8]([CH3:16])[C:9](=[O:15])[O:10][C:11]([CH3:14])([CH3:13])[CH3:12])=[CH:4][C:3]=1[S:17]([C:20]1[CH:21]=[N:22][CH:23]=[CH:24][CH:25]=1)(=[O:19])=[O:18].[Cl:26][C:27]1[C:32](B(O)O)=[CH:31][CH:30]=[CH:29][N:28]=1.C(=O)([O-])[O-].[Na+].[Na+].COCCOC. The product is [Cl:26][C:27]1[C:32]([C:2]2[S:6][C:5]([CH2:7][N:8]([CH3:16])[C:9](=[O:15])[O:10][C:11]([CH3:14])([CH3:13])[CH3:12])=[CH:4][C:3]=2[S:17]([C:20]2[CH:21]=[N:22][CH:23]=[CH:24][CH:25]=2)(=[O:19])=[O:18])=[CH:31][CH:30]=[CH:29][N:28]=1. (5) The reactants are [F:1][C:2]1[CH:9]=[CH:8][C:5]([CH:6]=O)=[CH:4][CH:3]=1.[CH3:10][N:11]1[CH:15]=[CH:14][N:13]=[C:12]1/[CH:16]=[N:17]/[C:18]1[CH:26]=[CH:25][CH:24]=[C:23]2[C:19]=1[CH2:20][O:21][C:22]2=[O:27].[O-:28][CH2:29][CH3:30].[Na+].C(O)C. The catalyst is C(OCC)(=O)CC. The product is [F:1][C:2]1[CH:9]=[CH:8][C:5]([CH:6]2[C:29](=[O:28])[C:30]3[C:23]([C:22]([O:21][CH2:20][CH3:19])=[O:27])=[CH:24][CH:25]=[CH:26][C:18]=3[NH:17][CH:16]2[C:12]2[N:11]([CH3:10])[CH:15]=[CH:14][N:13]=2)=[CH:4][CH:3]=1. The yield is 0.250. (6) The reactants are [C:1]([C:9]1[CH:17]=[CH:16][C:12]([C:13](O)=[O:14])=[CH:11][CH:10]=1)(=[O:8])[C:2]1[CH:7]=[CH:6][CH:5]=[CH:4][CH:3]=1.S(Cl)([Cl:20])=O.C1(C)C=CC=CC=1. The catalyst is CN(C)C=O. The product is [C:1]([C:9]1[CH:17]=[CH:16][C:12]([C:13]([Cl:20])=[O:14])=[CH:11][CH:10]=1)(=[O:8])[C:2]1[CH:7]=[CH:6][CH:5]=[CH:4][CH:3]=1. The yield is 0.910. (7) The reactants are C([O:3][C:4](=[O:44])[C:5]1[CH:10]=[CH:9][C:8]([CH2:11][CH2:12][CH2:13][N:14]2[C@@H:18]([CH2:19][OH:20])[C@H:17]([C:21]3[CH:26]=[CH:25][CH:24]=[C:23]([Cl:27])[C:22]=3[F:28])[C@:16]([C:31]3[CH:36]=[CH:35][C:34]([Cl:37])=[CH:33][C:32]=3[F:38])([C:29]#[N:30])[C@@H:15]2[CH2:39][C:40]([CH3:43])([CH3:42])[CH3:41])=[CH:7][CH:6]=1)C.[OH-].[K+]. The catalyst is C(O)C. The product is [Cl:27][C:23]1[C:22]([F:28])=[C:21]([C@H:17]2[C@H:18]([CH2:19][OH:20])[N:14]([CH2:13][CH2:12][CH2:11][C:8]3[CH:9]=[CH:10][C:5]([C:4]([OH:44])=[O:3])=[CH:6][CH:7]=3)[C@@H:15]([CH2:39][C:40]([CH3:43])([CH3:42])[CH3:41])[C@@:16]2([C:31]2[CH:36]=[CH:35][C:34]([Cl:37])=[CH:33][C:32]=2[F:38])[C:29]#[N:30])[CH:26]=[CH:25][CH:24]=1. The yield is 0.488.